From a dataset of Catalyst prediction with 721,799 reactions and 888 catalyst types from USPTO. Predict which catalyst facilitates the given reaction. (1) Reactant: FC(F)(F)C(O)=O.[NH2:8][C@@H:9]([CH3:15])[C:10]([CH3:14])([CH3:13])[CH2:11][OH:12].[CH:16]1([C:19]2[N:20]=[C:21]3[C:27]([C:28](O)=[O:29])=[CH:26][N:25]([CH2:31][O:32][CH2:33][CH2:34][Si:35]([CH3:38])([CH3:37])[CH3:36])[C:22]3=[N:23][CH:24]=2)[CH2:18][CH2:17]1.F[B-](F)(F)F.N1(OC(N(C)C)=[N+](C)C)C2C=CC=CC=2N=N1.C(N(CC)C(C)C)(C)C. Product: [OH:12][CH2:11][C:10]([CH3:14])([CH3:13])[C@@H:9]([NH:8][C:28]([C:27]1[C:21]2[C:22](=[N:23][CH:24]=[C:19]([CH:16]3[CH2:17][CH2:18]3)[N:20]=2)[N:25]([CH2:31][O:32][CH2:33][CH2:34][Si:35]([CH3:38])([CH3:37])[CH3:36])[CH:26]=1)=[O:29])[CH3:15]. The catalyst class is: 647. (2) Reactant: C(OC(=O)[NH:7][CH2:8][C:9]1[C:14]([C:15]2[CH:20]=[CH:19][C:18]([Cl:21])=[CH:17][C:16]=2[Cl:22])=[CH:13][N:12]2[C:23]([N:26]3[CH2:31][CH2:30][NH:29][CH2:28][CH2:27]3)=[CH:24][N:25]=[C:11]2[CH:10]=1)(C)(C)C.[C:33](Cl)(=[O:35])[CH3:34].N1C=CC=CC=1. Product: [NH2:7][CH2:8][C:9]1[C:14]([C:15]2[CH:20]=[CH:19][C:18]([Cl:21])=[CH:17][C:16]=2[Cl:22])=[CH:13][N:12]2[C:23]([N:26]3[CH2:27][CH2:28][N:29]([C:33](=[O:35])[CH3:34])[CH2:30][CH2:31]3)=[CH:24][N:25]=[C:11]2[CH:10]=1. The catalyst class is: 64. (3) Reactant: [Br:1][C:2]1[CH:3]=[CH:4][C:5]([CH2:8]OS(C)(=O)=O)=[N:6][CH:7]=1.C(=O)([O-])[O-].[Cs+].[Cs+].[O:20]1[C:24]2([CH2:29][CH2:28][CH2:27][CH2:26][CH2:25]2)[CH2:23][NH:22][C:21]1=[O:30]. Product: [Br:1][C:2]1[CH:3]=[CH:4][C:5]([CH2:8][N:22]2[CH2:23][C:24]3([CH2:29][CH2:28][CH2:27][CH2:26][CH2:25]3)[O:20][C:21]2=[O:30])=[N:6][CH:7]=1. The catalyst class is: 245. (4) Reactant: [CH3:1][C:2]1[CH:3]=[C:4]([NH2:12])[CH:5]=[C:6]([CH3:11])[C:7]=1[N+:8]([O-:10])=[O:9].[F:13][C:14]([F:24])([F:23])[C:15]1[CH:22]=[CH:21][C:18]([CH:19]=O)=[CH:17][CH:16]=1.O. Product: [CH3:11][C:6]1[CH:5]=[C:4]([NH:12][CH2:19][C:18]2[CH:17]=[CH:16][C:15]([C:14]([F:13])([F:23])[F:24])=[CH:22][CH:21]=2)[CH:3]=[C:2]([CH3:1])[C:7]=1[N+:8]([O-:10])=[O:9]. The catalyst class is: 8. (5) Reactant: [OH:1][C:2]1[CH:3]=[C:4]([CH2:11][C:12]([O:14][CH3:15])=[O:13])[CH:5]=[CH:6][C:7]=1[N+:8]([O-])=O. Product: [NH2:8][C:7]1[CH:6]=[CH:5][C:4]([CH2:11][C:12]([O:14][CH3:15])=[O:13])=[CH:3][C:2]=1[OH:1]. The catalyst class is: 29.